From a dataset of Forward reaction prediction with 1.9M reactions from USPTO patents (1976-2016). Predict the product of the given reaction. (1) Given the reactants [F:1][C:2]1[CH:3]=[C:4](C(=O)C)[CH:5]=[CH:6][C:7]=1[O:8][CH3:9].ClC1C=CC=C(C(OO)=[O:21])C=1.O[Li].O.O, predict the reaction product. The product is: [F:1][C:2]1[CH:3]=[C:4]([OH:21])[CH:5]=[CH:6][C:7]=1[O:8][CH3:9]. (2) Given the reactants [C:1]1([NH:7][C:8](=[O:27])[O:9][C@@H:10]([CH2:24][O:25][CH3:26])[CH2:11][N:12]([CH2:19][CH2:20][CH2:21][CH2:22][NH2:23])[C:13]([NH:15][CH:16]([CH3:18])[CH3:17])=[O:14])[CH:6]=[CH:5][CH:4]=[CH:3][CH:2]=1.[Cl:28][C:29]1[CH:34]=[C:33]([F:35])[CH:32]=[CH:31][C:30]=1[S:36](Cl)(=[O:38])=[O:37].C(N(CC)CC)C, predict the reaction product. The product is: [C:1]1([NH:7][C:8](=[O:27])[O:9][C@@H:10]([CH2:24][O:25][CH3:26])[CH2:11][N:12]([CH2:19][CH2:20][CH2:21][CH2:22][NH:23][S:36]([C:30]2[CH:31]=[CH:32][C:33]([F:35])=[CH:34][C:29]=2[Cl:28])(=[O:38])=[O:37])[C:13]([NH:15][CH:16]([CH3:18])[CH3:17])=[O:14])[CH:6]=[CH:5][CH:4]=[CH:3][CH:2]=1. (3) Given the reactants [Br:1][C:2]1[CH:9]=[CH:8][C:7]([OH:10])=[CH:6][C:3]=1[C:4]#[N:5].CN(C=O)C.C(=O)([O-])[O-].[Cs+].[Cs+].[CH2:22](I)[CH3:23], predict the reaction product. The product is: [Br:1][C:2]1[CH:9]=[CH:8][C:7]([O:10][CH2:22][CH3:23])=[CH:6][C:3]=1[C:4]#[N:5]. (4) Given the reactants [CH2:1]([O:8][C:9]1[CH:14]=[CH:13][C:12]([CH2:15][CH2:16][C:17]([NH:22]C(=O)C)([CH2:20][OH:21])[CH2:18][OH:19])=[CH:11][CH:10]=1)[C:2]1[CH:7]=[CH:6][CH:5]=[CH:4][CH:3]=1.CO.O.[OH-].[Li+], predict the reaction product. The product is: [NH2:22][C:17]([CH2:16][CH2:15][C:12]1[CH:13]=[CH:14][C:9]([O:8][CH2:1][C:2]2[CH:7]=[CH:6][CH:5]=[CH:4][CH:3]=2)=[CH:10][CH:11]=1)([CH2:20][OH:21])[CH2:18][OH:19]. (5) Given the reactants [Si:1]([O:8][CH:9]1[CH2:15][N:14]([S:16]([C:19]2[CH:24]=[CH:23][CH:22]=[C:21]([N+:25]([O-])=O)[CH:20]=2)(=[O:18])=[O:17])[C:13]2[CH:28]=[CH:29][CH:30]=[CH:31][C:12]=2[O:11][CH2:10]1)([C:4]([CH3:7])([CH3:6])[CH3:5])([CH3:3])[CH3:2].CO.C1COCC1.[BH4-].[Na+], predict the reaction product. The product is: [Si:1]([O:8][CH:9]1[CH2:15][N:14]([S:16]([C:19]2[CH:20]=[C:21]([CH:22]=[CH:23][CH:24]=2)[NH2:25])(=[O:17])=[O:18])[C:13]2[CH:28]=[CH:29][CH:30]=[CH:31][C:12]=2[O:11][CH2:10]1)([C:4]([CH3:7])([CH3:5])[CH3:6])([CH3:2])[CH3:3]. (6) Given the reactants [F:1][C:2]1[CH:7]=[CH:6][C:5]([C:8]2[C:16]3[C:11](=[CH:12][C:13]([C:17]([O:19]C)=[O:18])=[CH:14][CH:15]=3)[NH:10][CH:9]=2)=[CH:4][CH:3]=1.O[Li].O, predict the reaction product. The product is: [F:1][C:2]1[CH:3]=[CH:4][C:5]([C:8]2[C:16]3[C:11](=[CH:12][C:13]([C:17]([OH:19])=[O:18])=[CH:14][CH:15]=3)[NH:10][CH:9]=2)=[CH:6][CH:7]=1.